This data is from Full USPTO retrosynthesis dataset with 1.9M reactions from patents (1976-2016). The task is: Predict the reactants needed to synthesize the given product. (1) Given the product [N:20]1([CH2:26][C:27]2[CH:28]=[C:29]([C:30]3[NH:1][C:2]4=[N:3][CH:4]=[CH:5][C:6]([NH:9][C@@H:10]5[C@@H:15]6[CH2:16][C@@H:12]([CH:13]=[CH:14]6)[C@@H:11]5[C:17]([NH2:19])=[O:18])=[C:7]4[N:8]=3)[CH:32]=[CH:33][CH:34]=2)[CH2:21][CH2:22][O:23][CH2:24][CH2:25]1, predict the reactants needed to synthesize it. The reactants are: [NH2:1][C:2]1[C:7]([NH2:8])=[C:6]([NH:9][C@@H:10]2[C@@H:15]3[CH2:16][C@@H:12]([CH:13]=[CH:14]3)[C@@H:11]2[C:17]([NH2:19])=[O:18])[CH:5]=[CH:4][N:3]=1.[N:20]1([CH2:26][C:27]2[CH:28]=[C:29]([CH:32]=[CH:33][CH:34]=2)[CH:30]=O)[CH2:25][CH2:24][O:23][CH2:22][CH2:21]1. (2) The reactants are: [CH3:1][S:2]([CH3:4])=O.ClC1[C:7]2[N:8]([CH:12]=[CH:13][N:14]=2)[CH:9]=[CH:10][N:11]=1.CS.[Na].O. Given the product [CH3:1][S:2][C:4]1[C:7]2[N:8]([CH:12]=[CH:13][N:14]=2)[CH:9]=[CH:10][N:11]=1, predict the reactants needed to synthesize it. (3) Given the product [CH3:14][CH:12]([CH3:13])[CH:11]=[CH:10][Si:18]([O:22][CH2:23][CH3:24])([O:19][CH2:20][CH3:21])[O:17][CH2:15][CH3:16], predict the reactants needed to synthesize it. The reactants are: N#N.C(=O)=O.CC(O)C.[CH2:10]=[CH:11][C:12](=[CH2:14])[CH3:13].[CH2:15]([O:17][SiH:18]([O:22][CH2:23][CH3:24])[O:19][CH2:20][CH3:21])[CH3:16]. (4) Given the product [CH2:1]([C:3]1[CH:4]=[C:5]([C:9]2[C:14]([F:15])=[CH:13][CH:12]=[CH:11][C:10]=2[C:16]([OH:52])([C@@H:25]2[CH2:30][CH2:29][CH2:28][N:27]([C:31](=[O:51])[CH2:32][N:67]3[CH2:66][CH2:53][O:56][CH2:59][CH2:64]3)[CH2:26]2)[CH2:17][CH2:18][CH2:19][NH:20][C:21](=[O:24])[O:22][CH3:23])[CH:6]=[CH:7][CH:8]=1)[CH3:2], predict the reactants needed to synthesize it. The reactants are: [CH2:1]([C:3]1[CH:4]=[C:5]([C:9]2[C:14]([F:15])=[CH:13][CH:12]=[CH:11][C:10]=2[C:16]([OH:52])([C@@H:25]2[CH2:30][CH2:29][CH2:28][N:27]([C:31](=[O:51])[CH2:32]C3OCCN(S(C4C=CC=CC=4[N+]([O-])=O)(=O)=O)C3)[CH2:26]2)[CH2:17][CH2:18][CH2:19][NH:20][C:21](=[O:24])[O:22][CH3:23])[CH:6]=[CH:7][CH:8]=1)[CH3:2].[C:53]([O-:56])([O-])=O.[K+].[K+].[C:59]1(S)[CH:64]=CC=CC=1.[CH3:66][N:67](C=O)C. (5) Given the product [CH2:1]([C@@:4]1([CH2:36][O:37][CH2:38][CH2:39][Si:40]([CH3:43])([CH3:42])[CH3:41])[CH2:9][C@H:8]([C:10]2[CH:15]=[CH:14][CH:13]=[C:12]([Cl:16])[CH:11]=2)[C@@H:7]([C:17]2[CH:18]=[CH:19][C:20]([Cl:23])=[CH:21][CH:22]=2)[N:6]([C@@H:24]([CH2:33][CH3:34])[CH2:25][N:26]([CH3:47])[S:27]([CH:30]2[CH2:31][CH2:32]2)(=[O:28])=[O:29])[C:5]1=[O:35])[CH:2]=[CH2:3], predict the reactants needed to synthesize it. The reactants are: [CH2:1]([C@@:4]1([CH2:36][O:37][CH2:38][CH2:39][Si:40]([CH3:43])([CH3:42])[CH3:41])[CH2:9][C@H:8]([C:10]2[CH:15]=[CH:14][CH:13]=[C:12]([Cl:16])[CH:11]=2)[C@@H:7]([C:17]2[CH:22]=[CH:21][C:20]([Cl:23])=[CH:19][CH:18]=2)[N:6]([C@@H:24]([CH2:33][CH3:34])[CH2:25][NH:26][S:27]([CH:30]2[CH2:32][CH2:31]2)(=[O:29])=[O:28])[C:5]1=[O:35])[CH:2]=[CH2:3].[H-].[Na+].I[CH3:47]. (6) The reactants are: [CH:1]1([N:4]([CH2:26][C:27]2[CH:32]=[C:31]([CH2:33][CH2:34][CH2:35][O:36][CH3:37])[CH:30]=[C:29]([O:38][CH2:39][CH2:40][O:41][CH3:42])[CH:28]=2)[C:5]([C@@H:7]2[C@@:12]([OH:18])([C:13]3[S:14][CH:15]=[CH:16][N:17]=3)[CH2:11][CH2:10][N:9](C(OC(C)(C)C)=O)[CH2:8]2)=[O:6])[CH2:3][CH2:2]1.Cl. Given the product [CH:1]1([N:4]([CH2:26][C:27]2[CH:32]=[C:31]([CH2:33][CH2:34][CH2:35][O:36][CH3:37])[CH:30]=[C:29]([O:38][CH2:39][CH2:40][O:41][CH3:42])[CH:28]=2)[C:5]([CH:7]2[C:12]([OH:18])([C:13]3[S:14][CH:15]=[CH:16][N:17]=3)[CH2:11][CH2:10][NH:9][CH2:8]2)=[O:6])[CH2:3][CH2:2]1, predict the reactants needed to synthesize it. (7) Given the product [Cl:39][C:38]1[CH:37]=[N:36][N:35]([CH3:40])[C:34]=1[C:19]1[CH:20]=[C:21]([NH:24][C:25](=[O:33])[C:26]2[CH:31]=[CH:30][CH:29]=[C:28]([F:32])[CH:27]=2)[CH:22]=[CH:23][C:18]=1[O:17][CH2:16][CH2:15][NH:14][CH:11]1[CH2:10][CH2:9][NH:8][CH2:13][CH2:12]1, predict the reactants needed to synthesize it. The reactants are: C(OC([N:8]1[CH2:13][CH2:12][CH:11]([NH:14][CH2:15][CH2:16][O:17][C:18]2[CH:23]=[CH:22][C:21]([NH:24][C:25](=[O:33])[C:26]3[CH:31]=[CH:30][CH:29]=[C:28]([F:32])[CH:27]=3)=[CH:20][C:19]=2[C:34]2[N:35]([CH3:40])[N:36]=[CH:37][C:38]=2[Cl:39])[CH2:10][CH2:9]1)=O)(C)(C)C. (8) Given the product [CH3:1][O:2][C:3]([C:5]1[N:6]([N:11]=[CH:17][C:16]2[CH:19]=[CH:20][C:13]([F:12])=[CH:14][CH:15]=2)[CH:7]=[C:8]([Cl:10])[CH:9]=1)=[O:4], predict the reactants needed to synthesize it. The reactants are: [CH3:1][O:2][C:3]([C:5]1[N:6]([NH2:11])[CH:7]=[C:8]([Cl:10])[CH:9]=1)=[O:4].[F:12][C:13]1[CH:20]=[CH:19][C:16]([CH:17]=O)=[CH:15][CH:14]=1. (9) The reactants are: [CH3:1][N:2]1[C:11]2[C:6](=[CH:7][C:8]([N+:12]([O-])=O)=[CH:9][CH:10]=2)[CH2:5][CH2:4][CH2:3]1. Given the product [CH3:1][N:2]1[C:11]2[C:6](=[CH:7][C:8]([NH2:12])=[CH:9][CH:10]=2)[CH2:5][CH2:4][CH2:3]1, predict the reactants needed to synthesize it.